This data is from Forward reaction prediction with 1.9M reactions from USPTO patents (1976-2016). The task is: Predict the product of the given reaction. (1) Given the reactants C([O:3][C:4](=[O:34])[CH2:5][CH2:6][NH:7][S:8]([C:11]1[S:15][C:14]([NH:16][C:17]([N:19]([CH2:28][CH:29]2[CH2:33][CH2:32][CH2:31][CH2:30]2)[C:20]2[CH:25]=[CH:24][C:23]([F:26])=[C:22]([F:27])[CH:21]=2)=[O:18])=[N:13][CH:12]=1)(=[O:10])=[O:9])C.C1(CN(C2C=CC(F)=C(F)C=2)C(=O)NC2SC=C(CC(O)=O)N=2)CCCC1.FC1C=C(C=CC=1F)N.C1(C=O)CCCC1.C(OC(=O)CCNS(C1SC(N)=NC=1)(=O)=O)C.COC([C@@H]1CCCN1S(C1SC(N)=NC=1)(=O)=O)=O, predict the reaction product. The product is: [CH:29]1([CH2:28][N:19]([C:20]2[CH:25]=[CH:24][C:23]([F:26])=[C:22]([F:27])[CH:21]=2)[C:17](=[O:18])[NH:16][C:14]2[S:15][C:11]([S:8]([NH:7][CH2:6][CH2:5][C:4]([OH:34])=[O:3])(=[O:10])=[O:9])=[CH:12][N:13]=2)[CH2:33][CH2:32][CH2:31][CH2:30]1. (2) Given the reactants [Br:1][C:2]1[CH:9]=[C:8]([Cl:10])[CH:7]=[C:4]([CH:5]=O)[C:3]=1[OH:11].C(=O)([O-])[O-].[K+].[K+].[F:18][C:19]([F:28])([F:27])/[CH:20]=[CH:21]/[C:22]([O:24][CH2:25][CH3:26])=[O:23].O, predict the reaction product. The product is: [Br:1][C:2]1[C:3]2[O:11][CH:20]([C:19]([F:18])([F:28])[F:27])[C:21]([C:22]([O:24][CH2:25][CH3:26])=[O:23])=[CH:5][C:4]=2[CH:7]=[C:8]([Cl:10])[CH:9]=1. (3) The product is: [C:17]1([C@H:23]([NH:25][CH2:13][C:12]2[CH:15]=[CH:16][C:9]([C:8]#[C:7][C:1]3[CH:6]=[CH:5][CH:4]=[CH:3][CH:2]=3)=[CH:10][CH:11]=2)[CH3:24])[CH:22]=[CH:21][CH:20]=[CH:19][CH:18]=1. Given the reactants [C:1]1([C:7]#[C:8][C:9]2[CH:16]=[CH:15][C:12]([CH:13]=O)=[CH:11][CH:10]=2)[CH:6]=[CH:5][CH:4]=[CH:3][CH:2]=1.[C:17]1([C@H:23]([NH2:25])[CH3:24])[CH:22]=[CH:21][CH:20]=[CH:19][CH:18]=1, predict the reaction product.